From a dataset of Forward reaction prediction with 1.9M reactions from USPTO patents (1976-2016). Predict the product of the given reaction. Given the reactants CCN=C=NCCCN(C)C.Cl.[NH:13]([C:20]([O:22][C:23]([CH3:26])([CH3:25])[CH3:24])=[O:21])[C:14]([C:17]([OH:19])=O)([CH3:16])[CH3:15].[NH2:27][C@H:28]([C:36]([NH:38][C:39]1[CH:44]=[CH:43][CH:42]=[CH:41][CH:40]=1)=[O:37])[CH2:29][C:30]1[CH:35]=[CH:34][CH:33]=[CH:32][CH:31]=1, predict the reaction product. The product is: [NH:13]([C:20]([O:22][C:23]([CH3:26])([CH3:25])[CH3:24])=[O:21])[C:14]([C:17]([NH:27][C@H:28]([C:36]([NH:38][C:39]1[CH:44]=[CH:43][CH:42]=[CH:41][CH:40]=1)=[O:37])[CH2:29][C:30]1[CH:35]=[CH:34][CH:33]=[CH:32][CH:31]=1)=[O:19])([CH3:15])[CH3:16].